Dataset: Forward reaction prediction with 1.9M reactions from USPTO patents (1976-2016). Task: Predict the product of the given reaction. (1) The product is: [NH2:24][C:25]1[CH:30]=[CH:29][C:28]([S:31][C:2]2[C:11]3[C:6](=[CH:7][CH:8]=[CH:9][CH:10]=3)[NH:5]/[C:4](=[C:12]3/[C:13]([CH:18]4[CH2:23][CH2:22][CH2:21][CH2:20][CH2:19]4)=[N:14][NH:15][C:16]/3=[O:17])/[CH:3]=2)=[CH:27][CH:26]=1. Given the reactants Cl[C:2]1[C:11]2[C:6](=[CH:7][CH:8]=[CH:9][CH:10]=2)[NH:5]/[C:4](=[C:12]2/[C:13]([CH:18]3[CH2:23][CH2:22][CH2:21][CH2:20][CH2:19]3)=[N:14][NH:15][C:16]/2=[O:17])/[CH:3]=1.[NH2:24][C:25]1[CH:30]=[CH:29][C:28]([SH:31])=[CH:27][CH:26]=1, predict the reaction product. (2) Given the reactants [NH2:1][C:2]1[S:3][CH:4]=[C:5]([C:7]2[CH:12]=[CH:11][C:10]([S:13]([NH:16][C:17]([CH3:20])([CH3:19])[CH3:18])(=[O:15])=[O:14])=[CH:9][CH:8]=2)[N:6]=1.[Cl:21]N1C(=O)CCC1=O.O, predict the reaction product. The product is: [NH2:1][C:2]1[S:3][C:4]([Cl:21])=[C:5]([C:7]2[CH:12]=[CH:11][C:10]([S:13]([NH:16][C:17]([CH3:20])([CH3:19])[CH3:18])(=[O:14])=[O:15])=[CH:9][CH:8]=2)[N:6]=1. (3) Given the reactants [CH2:1]([NH:3][CH2:4][CH3:5])[CH3:2].Cl[C:7]([CH3:11])([CH3:10])[C:8]#[CH:9].C(N(CC)CC)C, predict the reaction product. The product is: [CH2:1]([N:3]([CH2:4][CH3:5])[C:7]([CH3:11])([C:8]#[CH:9])[CH3:10])[CH3:2].